Dataset: Full USPTO retrosynthesis dataset with 1.9M reactions from patents (1976-2016). Task: Predict the reactants needed to synthesize the given product. (1) Given the product [C:24]([NH:23][C:2]1([NH2:1])[NH:11][C:10](=[O:12])[C:9]2[C:4](=[N:5][CH:6]=[C:7]([C:13]3[CH:18]=[CH:17][C:16]([O:19][CH3:20])=[C:15]([O:21][CH3:22])[CH:14]=3)[N:8]=2)[NH:3]1)(=[O:26])[CH3:25], predict the reactants needed to synthesize it. The reactants are: [NH2:1][C:2]1([NH2:23])[NH:11][C:10](=[O:12])[C:9]2[C:4](=[N:5][CH:6]=[C:7]([C:13]3[CH:18]=[CH:17][C:16]([O:19][CH3:20])=[C:15]([O:21][CH3:22])[CH:14]=3)[N:8]=2)[NH:3]1.[C:24](OC(=O)C)(=[O:26])[CH3:25]. (2) Given the product [Br:1][C:2]1[C:6]2[CH2:7][N:8]([C:11]([O:13][C:14]([CH3:17])([CH3:16])[CH3:15])=[O:12])[CH2:9][CH2:10][C:5]=2[N:4]([CH:29]2[CH2:34][CH2:33][S:32][CH2:31][CH2:30]2)[N:3]=1, predict the reactants needed to synthesize it. The reactants are: [Br:1][C:2]1[C:6]2[CH2:7][N:8]([C:11]([O:13][C:14]([CH3:17])([CH3:16])[CH3:15])=[O:12])[CH2:9][CH2:10][C:5]=2[NH:4][N:3]=1.C([O-])([O-])=O.[Cs+].[Cs+].CS(O[CH:29]1[CH2:34][CH2:33][S:32][CH2:31][CH2:30]1)(=O)=O. (3) Given the product [Br:5][C:6]1[CH:19]=[CH:18][C:9]([CH:10]([C:12]2[CH:17]=[CH:16][CH:15]=[CH:14][CH:13]=2)[NH2:4])=[CH:8][CH:7]=1, predict the reactants needed to synthesize it. The reactants are: C([O-])=O.[NH4+:4].[Br:5][C:6]1[CH:19]=[CH:18][C:9]([C:10]([C:12]2[CH:17]=[CH:16][CH:15]=[CH:14][CH:13]=2)=O)=[CH:8][CH:7]=1. (4) Given the product [C:10]([P:14]([C:15]([CH3:18])([CH3:17])[CH3:16])[C:2]1[CH:7]=[CH:6][CH:5]=[CH:4][C:3]=1[CH3:8])([CH3:13])([CH3:12])[CH3:11], predict the reactants needed to synthesize it. The reactants are: Br[C:2]1[CH:7]=[CH:6][CH:5]=[CH:4][C:3]=1[CH3:8].[Mg].[C:10]([P:14](Cl)[C:15]([CH3:18])([CH3:17])[CH3:16])([CH3:13])([CH3:12])[CH3:11].S(=O)(=O)(O)O. (5) Given the product [CH2:1]([P:3]([CH2:12][CH2:11][C:10]#[N:13])(=[O:9])[O:4][CH2:5][CH2:6][CH2:7][CH3:8])[CH3:2], predict the reactants needed to synthesize it. The reactants are: [CH2:1]([P:3]([O-:9])[O:4][CH2:5][CH2:6][CH2:7][CH3:8])[CH3:2].[C:10](#[N:13])[CH:11]=[CH2:12].[O-]CCCC.[Na+]. (6) Given the product [C:1]([SiH2:5][O:6][C:7]([CH3:31])([CH3:32])[C:8]1[CH:13]=[CH:12][C:11]([C:14]2[CH:19]=[C:18]([O:20][CH3:21])[CH:17]=[CH:16][C:15]=2[F:22])=[C:10]([C:23]2([OH:30])[CH2:24][CH:25]=[CH:28][CH2:27]2)[CH:9]=1)([CH3:2])([CH3:3])[CH3:4], predict the reactants needed to synthesize it. The reactants are: [C:1]([SiH2:5][O:6][C:7]([CH3:32])([CH3:31])[C:8]1[CH:13]=[CH:12][C:11]([C:14]2[CH:19]=[C:18]([O:20][CH3:21])[CH:17]=[CH:16][C:15]=2[F:22])=[C:10]([C:23]([OH:30])([CH2:27][CH:28]=C)[CH2:24][CH:25]=C)[CH:9]=1)([CH3:4])([CH3:3])[CH3:2]. (7) Given the product [CH3:1][C@@H:2]1[CH2:6][CH2:5][NH:4][C@@H:3]1[C:15]([NH2:17])=[O:16], predict the reactants needed to synthesize it. The reactants are: [CH3:1][C@@H:2]1[CH2:6][CH2:5][N:4]([C@H](C2C=CC=CC=2)C)[C@@H:3]1[C:15]([NH2:17])=[O:16].